From a dataset of Catalyst prediction with 721,799 reactions and 888 catalyst types from USPTO. Predict which catalyst facilitates the given reaction. (1) Reactant: [N+:1]([C:4]1[CH:9]=[CH:8][C:7]([S:10]([NH:13][C:14]2[CH:19]=[CH:18][CH:17]=[CH:16][C:15]=2[O:20][C:21]([F:24])([F:23])[F:22])(=[O:12])=[O:11])=[CH:6][CH:5]=1)([O-])=O.[Sn](Cl)Cl. Product: [NH2:1][C:4]1[CH:5]=[CH:6][C:7]([S:10]([NH:13][C:14]2[CH:19]=[CH:18][CH:17]=[CH:16][C:15]=2[O:20][C:21]([F:24])([F:22])[F:23])(=[O:11])=[O:12])=[CH:8][CH:9]=1. The catalyst class is: 14. (2) Reactant: [N+:1]([C:4]1[CH:9]=[CH:8][C:7]([C:10]2[CH:15]=[CH:14][C:13]([C:16]([OH:18])=[O:17])=[CH:12][CH:11]=2)=[CH:6][CH:5]=1)([O-])=O. Product: [NH2:1][C:4]1[CH:5]=[CH:6][C:7]([C:10]2[CH:15]=[CH:14][C:13]([C:16]([OH:18])=[O:17])=[CH:12][CH:11]=2)=[CH:8][CH:9]=1. The catalyst class is: 45.